Dataset: Forward reaction prediction with 1.9M reactions from USPTO patents (1976-2016). Task: Predict the product of the given reaction. (1) The product is: [ClH:19].[Cl:19][C:16]1[CH:17]=[CH:18][C:11]2[CH2:10][CH2:9][NH:8][CH2:14][CH2:13][C:12]=2[C:15]=1[S:20][CH:33]([C:31]1[CH:30]=[CH:29][CH:28]=[C:27]([CH3:26])[N:32]=1)[CH3:34]. Given the reactants C(OC([N:8]1[CH2:14][CH2:13][C:12]2[C:15]([S:20]C(=O)N(C)C)=[C:16]([Cl:19])[CH:17]=[CH:18][C:11]=2[CH2:10][CH2:9]1)=O)(C)(C)C.[CH3:26][C:27]1[N:32]=[C:31]([C@H:33](OS(C)(=O)=O)[CH3:34])[CH:30]=[CH:29][CH:28]=1, predict the reaction product. (2) The product is: [CH3:12][C:10](=[CH2:11])[C:9]([O:8][CH2:7][CH2:6][CH2:5][CH2:4][CH2:3][CH2:2][O:14][C:15]1[CH:16]=[C:17]2[C:22](=[CH:23][CH:24]=1)[CH:21]=[C:20]([CH:25]=[O:26])[CH:19]=[CH:18]2)=[O:13]. Given the reactants Cl[CH2:2][CH2:3][CH2:4][CH2:5][CH2:6][CH2:7][O:8][C:9](=[O:13])[C:10]([CH3:12])=[CH2:11].[OH:14][C:15]1[CH:16]=[C:17]2[C:22](=[CH:23][CH:24]=1)[CH:21]=[C:20]([CH:25]=[O:26])[CH:19]=[CH:18]2.C(=O)([O-])[O-].[K+].[K+].Cl, predict the reaction product. (3) Given the reactants [CH3:1][O:2][C:3]1[CH:29]=[CH:28][C:6]([CH2:7][N:8]2[C:12]3[C:13](=O)[NH:14][C:15]4[CH:16]=[CH:17][C:18]([C:21]5[CH:22]=[N:23][CH:24]=[CH:25][CH:26]=5)=[CH:19][C:20]=4[C:11]=3[CH:10]=[N:9]2)=[CH:5][CH:4]=1.C([O-])(O)=O.[Na+].O=P(Cl)(Cl)[Cl:37], predict the reaction product. The product is: [Cl:37][C:13]1[C:12]2[N:8]([CH2:7][C:6]3[CH:28]=[CH:29][C:3]([O:2][CH3:1])=[CH:4][CH:5]=3)[N:9]=[CH:10][C:11]=2[C:20]2[CH:19]=[C:18]([C:21]3[CH:22]=[N:23][CH:24]=[CH:25][CH:26]=3)[CH:17]=[CH:16][C:15]=2[N:14]=1. (4) Given the reactants [NH:1]1[CH:5]=[C:4]([C:6]2[C:7]3[CH2:15][CH2:14][N:13](C(OC(C)(C)C)=O)[CH2:12][C:8]=3[N:9]=[CH:10][N:11]=2)[CH:3]=[N:2]1.C(O)(C(F)(F)F)=O, predict the reaction product. The product is: [NH3:1].[NH:1]1[CH:5]=[C:4]([C:6]2[C:7]3[CH2:15][CH2:14][NH:13][CH2:12][C:8]=3[N:9]=[CH:10][N:11]=2)[CH:3]=[N:2]1.